From a dataset of Reaction yield outcomes from USPTO patents with 853,638 reactions. Predict the reaction yield, written as a fraction of the theoretical maximum amount of product (1.0 means a 100% yield; for example, 0.34 means a 34% yield). (1) The reactants are [CH3:1][N:2]([CH3:31])[C:3]([C:5]1[CH:22]=[C:21]([O:23]CC2C=CC=CC=2)[C:8]2[N:9]=[C:10]([CH3:20])[N:11]([CH2:12][O:13][CH2:14][CH2:15][Si:16]([CH3:19])([CH3:18])[CH3:17])[C:7]=2[CH:6]=1)=[O:4]. The catalyst is C(O)C.[Pd]. The product is [CH3:31][N:2]([CH3:1])[C:3]([C:5]1[CH:22]=[C:21]([OH:23])[C:8]2[N:9]=[C:10]([CH3:20])[N:11]([CH2:12][O:13][CH2:14][CH2:15][Si:16]([CH3:17])([CH3:18])[CH3:19])[C:7]=2[CH:6]=1)=[O:4]. The yield is 0.890. (2) The reactants are [Cl:1][C:2]1[CH:3]=[C:4]2[C:9](=[CH:10][CH:11]=1)[N:8]=[C:7]([CH2:12]Cl)[N:6]([C:14]1[CH:19]=[CH:18][CH:17]=[CH:16][C:15]=1[Cl:20])[C:5]2=[O:21].O.[SH:23][C:24]1[N:32]=[CH:31][N:30]=[C:29]2[C:25]=1[NH:26][CH:27]=[N:28]2.C([O-])([O-])=O.[K+].[K+]. The catalyst is CN(C=O)C. The product is [Cl:1][C:2]1[CH:3]=[C:4]2[C:9](=[CH:10][CH:11]=1)[N:8]=[C:7]([CH2:12][S:23][C:24]1[N:32]=[CH:31][N:30]=[C:29]3[C:25]=1[N:26]=[CH:27][NH:28]3)[N:6]([C:14]1[CH:19]=[CH:18][CH:17]=[CH:16][C:15]=1[Cl:20])[C:5]2=[O:21]. The yield is 0.420. (3) The reactants are [OH:1][C:2]([CH3:35])([CH3:34])[CH2:3][C@@:4]1([C:28]2[CH:33]=[CH:32][CH:31]=[CH:30][CH:29]=2)[O:9][C:8](=[O:10])[N:7]([C@H:11]([C:13]2[CH:18]=[CH:17][C:16](B3OC(C)(C)C(C)(C)O3)=[CH:15][CH:14]=2)[CH3:12])[CH2:6][CH2:5]1.Br[C:37]1[CH:38]=[CH:39][C:40](=[O:44])[N:41]([CH3:43])[CH:42]=1. The catalyst is O1CCOCC1.Cl[Pd](Cl)([P](C1C=CC=CC=1)(C1C=CC=CC=1)C1C=CC=CC=1)[P](C1C=CC=CC=1)(C1C=CC=CC=1)C1C=CC=CC=1. The product is [OH:1][C:2]([CH3:34])([CH3:35])[CH2:3][C@@:4]1([C:28]2[CH:33]=[CH:32][CH:31]=[CH:30][CH:29]=2)[O:9][C:8](=[O:10])[N:7]([C@H:11]([C:13]2[CH:14]=[CH:15][C:16]([C:37]3[CH:38]=[CH:39][C:40](=[O:44])[N:41]([CH3:43])[CH:42]=3)=[CH:17][CH:18]=2)[CH3:12])[CH2:6][CH2:5]1. The yield is 0.350. (4) The product is [CH:1]([C@H:4]1[CH2:8][O:7][C:6](=[O:9])[N:5]1[C:10]1[CH:15]=[CH:14][N:13]2[N:16]=[CH:17][C:18]([C:19]3[CH:24]=[CH:23][C:22]([C:25]4[N:29]=[CH:28][NH:27][N:26]=4)=[C:21]([CH3:38])[CH:20]=3)=[C:12]2[N:11]=1)([CH3:3])[CH3:2]. The yield is 0.640. No catalyst specified. The reactants are [CH:1]([C@H:4]1[CH2:8][O:7][C:6](=[O:9])[N:5]1[C:10]1[CH:15]=[CH:14][N:13]2[N:16]=[CH:17][C:18]([C:19]3[CH:24]=[CH:23][C:22]([C:25]4[N:29]=[CH:28][N:27](COCC[Si](C)(C)C)[N:26]=4)=[C:21]([CH3:38])[CH:20]=3)=[C:12]2[N:11]=1)([CH3:3])[CH3:2].C([C@H]1COC(=O)N1C1C=CN2N=CC(C3C=CC(C4N(COCC[Si](C)(C)C)N=CN=4)=C(C)C=3)=C2N=1)(C)C. (5) The catalyst is C(#N)C.O. The product is [CH2:34]([O:25][C:23](=[O:24])[C:22]([CH3:21])=[CH:9][C:8]1[N:4]([CH:1]2[CH2:3][CH2:2]2)[C:5]([C:11]2[CH:16]=[C:15]([Cl:17])[N:14]=[C:13]([Cl:18])[CH:12]=2)=[N:6][CH:7]=1)[CH3:35]. The reactants are [CH:1]1([N:4]2[C:8]([CH:9]=O)=[CH:7][N:6]=[C:5]2[C:11]2[CH:16]=[C:15]([Cl:17])[N:14]=[C:13]([Cl:18])[CH:12]=2)[CH2:3][CH2:2]1.C([C:21](CC)(CC)[CH:22](P(O)(O)=O)[C:23]([O-:25])=[O:24])C.[CH2:34]1CCN2C(=NCCC2)C[CH2:35]1. The yield is 0.860. (6) The reactants are Cl[C:2]1[N:7]=[CH:6][C:5]([O:8][C:9]2[CH:14]=[CH:13][CH:12]=[CH:11][C:10]=2[C:15]([F:18])([F:17])[F:16])=[CH:4][N:3]=1.[F:19][C:20]1[CH:27]=[CH:26][CH:25]=[C:24]([F:28])[C:21]=1[CH2:22][NH2:23]. No catalyst specified. The product is [F:19][C:20]1[CH:27]=[CH:26][CH:25]=[C:24]([F:28])[C:21]=1[CH2:22][NH:23][C:2]1[N:7]=[CH:6][C:5]([O:8][C:9]2[CH:14]=[CH:13][CH:12]=[CH:11][C:10]=2[C:15]([F:18])([F:17])[F:16])=[CH:4][N:3]=1. The yield is 0.226.